From a dataset of Catalyst prediction with 721,799 reactions and 888 catalyst types from USPTO. Predict which catalyst facilitates the given reaction. (1) Reactant: [Cl:1][C:2]1[N:3]=[CH:4][N:5]([C:7]2[CH:12]=[CH:11][C:10]([NH:13][C:14]3[S:15][C:16]4[CH2:26][C:21]5(OCC[O:22]5)[CH2:20][CH:19]([C:27]5[CH:32]=[CH:31][C:30]([F:33])=[CH:29][CH:28]=5)[C:17]=4[N:18]=3)=[CH:9][C:8]=2[O:34][CH3:35])[CH:6]=1.Cl. Product: [Cl:1][C:2]1[N:3]=[CH:4][N:5]([C:7]2[CH:12]=[CH:11][C:10]([NH:13][C:14]3[S:15][C:16]4[CH2:26][C:21](=[O:22])[CH2:20][CH:19]([C:27]5[CH:32]=[CH:31][C:30]([F:33])=[CH:29][CH:28]=5)[C:17]=4[N:18]=3)=[CH:9][C:8]=2[O:34][CH3:35])[CH:6]=1. The catalyst class is: 21. (2) Reactant: [Br:1][C:2]1[CH:3]=[C:4]([CH3:11])[C:5]([C:8]([OH:10])=[O:9])=[N:6][CH:7]=1.[C:12](=O)([O-])[O-].[K+].[K+].CI. Product: [Br:1][C:2]1[CH:3]=[C:4]([CH3:11])[C:5]([C:8]([O:10][CH3:12])=[O:9])=[N:6][CH:7]=1. The catalyst class is: 9. (3) Reactant: C(O)(C(F)(F)F)=O.[N:8]1C=CC=CC=1.[N+:14]([C:17]1[CH:22]=[C:21]([N+:23]([O-:25])=[O:24])[CH:20]=[CH:19][C:18]=1[S:26](Cl)(=[O:28])=[O:27])([O-:16])=[O:15].S(Cl)(Cl)(=O)=O. Product: [N+:14]([C:17]1[CH:22]=[C:21]([N+:23]([O-:25])=[O:24])[CH:20]=[CH:19][C:18]=1[S:26]([NH2:8])(=[O:28])=[O:27])([O-:16])=[O:15]. The catalyst class is: 168. (4) Reactant: C([O:8][C:9](=[O:26])[CH:10]([O:17][NH:18][C:19]([O:21][C:22]([CH3:25])([CH3:24])[CH3:23])=[O:20])[C:11]1[CH:16]=[CH:15][CH:14]=[CH:13][CH:12]=1)C1C=CC=CC=1.[OH-].[Na+].Cl. Product: [C:19]([NH:18][O:17][CH:10]([C:11]1[CH:16]=[CH:15][CH:14]=[CH:13][CH:12]=1)[C:9]([OH:26])=[O:8])([O:21][C:22]([CH3:25])([CH3:24])[CH3:23])=[O:20]. The catalyst class is: 5. (5) Reactant: [CH3:1][O:2][C:3]1[CH:8]=[CH:7][C:6]([S:9](Cl)(=[O:11])=[O:10])=[CH:5][CH:4]=1.[CH3:13][O:14][C:15]1[CH:21]=[CH:20][C:18]([NH2:19])=[CH:17][CH:16]=1.C(N(CC)CC)C. Product: [CH3:13][O:14][C:15]1[CH:21]=[CH:20][C:18]([NH:19][S:9]([C:6]2[CH:7]=[CH:8][C:3]([O:2][CH3:1])=[CH:4][CH:5]=2)(=[O:11])=[O:10])=[CH:17][CH:16]=1. The catalyst class is: 4. (6) Reactant: [CH2:1]([OH:4])[CH2:2][OH:3].[H-].[Na+].Cl[C:8]1[N:13]=[CH:12][C:11]([CH2:14][C:15]2[CH:16]=[N:17][C:18]([O:28][CH3:29])=[C:19]([C:21]3[CH:26]=[CH:25][CH:24]=[C:23]([Cl:27])[CH:22]=3)[CH:20]=2)=[CH:10][N:9]=1. Product: [Cl:27][C:23]1[CH:22]=[C:21]([C:19]2[CH:20]=[C:15]([CH2:14][C:11]3[CH:10]=[N:9][C:8]([O:3][CH2:2][CH2:1][OH:4])=[N:13][CH:12]=3)[CH:16]=[N:17][C:18]=2[O:28][CH3:29])[CH:26]=[CH:25][CH:24]=1. The catalyst class is: 6.